This data is from Full USPTO retrosynthesis dataset with 1.9M reactions from patents (1976-2016). The task is: Predict the reactants needed to synthesize the given product. (1) Given the product [C:7]1([C@@:13]2([CH2:25][CH2:26][NH2:27])[CH2:15][C@H:14]2[CH2:16][O:17][CH2:18][C:19]2[CH:24]=[CH:23][CH:22]=[CH:21][CH:20]=2)[CH:8]=[CH:9][CH:10]=[CH:11][CH:12]=1, predict the reactants needed to synthesize it. The reactants are: [H-].[Al+3].[Li+].[H-].[H-].[H-].[C:7]1([C@@:13]2([CH2:25][C:26]#[N:27])[CH2:15][C@H:14]2[CH2:16][O:17][CH2:18][C:19]2[CH:24]=[CH:23][CH:22]=[CH:21][CH:20]=2)[CH:12]=[CH:11][CH:10]=[CH:9][CH:8]=1. (2) Given the product [CH3:16][N:17]1[C:25]2[C:20](=[C:21]([NH:26][C:10]([NH:9][CH2:8][C:7]3[CH:12]=[CH:13][C:4]([O:3][C:2]([F:14])([F:15])[F:1])=[CH:5][CH:6]=3)=[O:11])[CH:22]=[CH:23][CH:24]=2)[CH:19]=[N:18]1, predict the reactants needed to synthesize it. The reactants are: [F:1][C:2]([F:15])([F:14])[O:3][C:4]1[CH:13]=[CH:12][C:7]([CH2:8][N:9]=[C:10]=[O:11])=[CH:6][CH:5]=1.[CH3:16][N:17]1[C:25]2[CH:24]=[CH:23][CH:22]=[C:21]([NH2:26])[C:20]=2[CH:19]=[N:18]1. (3) Given the product [CH3:1][O:2][C:3](=[O:18])[C:4]1[CH:9]=[C:8]([C:10](=[O:12])[CH3:11])[CH:7]=[CH:6][C:5]=1[O:13][CH2:14][CH2:15][CH2:16][N:19]=[N+:20]=[N-:21], predict the reactants needed to synthesize it. The reactants are: [CH3:1][O:2][C:3](=[O:18])[C:4]1[CH:9]=[C:8]([C:10](=[O:12])[CH3:11])[CH:7]=[CH:6][C:5]=1[O:13][CH2:14][CH2:15][CH2:16]Br.[N-:19]=[N+:20]=[N-:21].[Na+]. (4) Given the product [Cl:15][C:10]1[C:11](=[O:12])[N:7]([CH:1]2[CH2:2][CH2:3][CH2:4][CH2:5][CH2:6]2)[N:8]([CH3:14])[C:9]=1[CH3:13], predict the reactants needed to synthesize it. The reactants are: [CH:1]1([N:7]2[C:11](=[O:12])[CH:10]=[C:9]([CH3:13])[N:8]2[CH3:14])[CH2:6][CH2:5][CH2:4][CH2:3][CH2:2]1.[Cl:15]N1C(=O)CCC1=O. (5) Given the product [N:19]1([CH2:25][CH2:26][O:27][C:28]2[CH:29]=[C:30]3[C:35](=[CH:36][CH:37]=2)[CH:34]=[C:33]([C:2]2[C:10]4[C:5](=[CH:6][CH:7]=[C:8]([C:11]#[N:12])[CH:9]=4)[N:4]([CH:13]4[CH2:18][CH2:17][CH2:16][CH2:15][O:14]4)[N:3]=2)[CH:32]=[CH:31]3)[CH2:20][CH2:21][CH2:22][CH2:23][CH2:24]1, predict the reactants needed to synthesize it. The reactants are: Br[C:2]1[C:10]2[C:5](=[CH:6][CH:7]=[C:8]([C:11]#[N:12])[CH:9]=2)[N:4]([CH:13]2[CH2:18][CH2:17][CH2:16][CH2:15][O:14]2)[N:3]=1.[N:19]1([CH2:25][CH2:26][O:27][C:28]2[CH:29]=[C:30]3[C:35](=[CH:36][CH:37]=2)[CH:34]=[C:33](B(O)O)[CH:32]=[CH:31]3)[CH2:24][CH2:23][CH2:22][CH2:21][CH2:20]1.P([O-])([O-])([O-])=O.[K+].[K+].[K+].